From a dataset of Full USPTO retrosynthesis dataset with 1.9M reactions from patents (1976-2016). Predict the reactants needed to synthesize the given product. (1) Given the product [Br:1][C:2]1[CH:3]=[C:4]([NH:10][C:11]2[CH:12]=[C:13]3[C:18](=[CH:19][CH:20]=2)[CH2:17][N:16]([CH3:24])[CH2:15][CH2:14]3)[C:5](=[O:9])[N:6]([CH3:8])[CH:7]=1, predict the reactants needed to synthesize it. The reactants are: [Br:1][C:2]1[CH:3]=[C:4]([NH:10][C:11]2[CH:12]=[C:13]3[C:18](=[CH:19][CH:20]=2)[CH2:17][NH:16][CH2:15][CH2:14]3)[C:5](=[O:9])[N:6]([CH3:8])[CH:7]=1.C=O.[BH3-][C:24]#N.[Na+]. (2) Given the product [Cl:1][C:2]1[N:7]([CH3:8])[C:6](=[O:9])[C:5]([OH:10])=[CH:4][N:3]=1, predict the reactants needed to synthesize it. The reactants are: [Cl:1][C:2]1[N:7]([CH3:8])[C:6](=[O:9])[C:5]([O:10]C)=[CH:4][N:3]=1.B(Br)(Br)Br. (3) Given the product [CH3:8][O:9][C:10](=[O:28])[CH:11]([C:20]1[CH:25]=[CH:24][C:23]([Cl:26])=[C:22]([Cl:27])[CH:21]=1)[CH2:12][C:13]([OH:15])=[O:14], predict the reactants needed to synthesize it. The reactants are: FC(F)(F)C(O)=O.[CH3:8][O:9][C:10](=[O:28])[CH:11]([C:20]1[CH:25]=[CH:24][C:23]([Cl:26])=[C:22]([Cl:27])[CH:21]=1)[CH2:12][C:13]([O:15]C(C)(C)C)=[O:14]. (4) Given the product [Br:16][C:17]1[CH:22]=[C:21]([CH:20]=[CH:19][CH:18]=1)[O:1][CH2:2][CH:3]1[CH2:8][CH2:7][N:6]([C:9]([O:11][C:12]([CH3:15])([CH3:14])[CH3:13])=[O:10])[CH2:5][CH2:4]1, predict the reactants needed to synthesize it. The reactants are: [OH:1][CH2:2][CH:3]1[CH2:8][CH2:7][N:6]([C:9]([O:11][C:12]([CH3:15])([CH3:14])[CH3:13])=[O:10])[CH2:5][CH2:4]1.[Br:16][C:17]1[CH:18]=[C:19](O)[CH:20]=[CH:21][CH:22]=1.C1C=CC(P(C2C=CC=CC=2)C2C=CC=CC=2)=CC=1.CCOC(/N=N/C(OCC)=O)=O. (5) Given the product [CH3:4][O:5][C:6]1[CH:7]=[C:8]2[C:13](=[CH:14][CH:15]=1)[O:12][C:11]([C:16]1[CH:21]=[CH:20][C:19]([NH2:22])=[CH:18][CH:17]=1)=[CH:10][C:9]2=[O:25], predict the reactants needed to synthesize it. The reactants are: [Sn](Cl)Cl.[CH3:4][O:5][C:6]1[CH:7]=[C:8]2[C:13](=[CH:14][CH:15]=1)[O:12][C:11]([C:16]1[CH:21]=[CH:20][C:19]([N+:22]([O-])=O)=[CH:18][CH:17]=1)=[CH:10][C:9]2=[O:25].[OH-].[Na+]. (6) Given the product [CH3:18][C:19]1[CH:23]=[N:22][N:21]([C:24]2[CH:29]=[CH:28][CH:27]=[C:26]([CH3:30])[N:25]=2)[C:20]=1[C:7]1[S:6][C:14]2[CH:13]=[CH:12][N:11]=[CH:10][C:9]=2[CH:8]=1, predict the reactants needed to synthesize it. The reactants are: P(O)(O)(O)=O.[S:6]1[C:14]2[CH:13]=[CH:12][N:11]=[CH:10][C:9]=2[CH:8]=[C:7]1B(O)O.[CH3:18][C:19]1[CH:23]=[N:22][N:21]([C:24]2[CH:29]=[CH:28][CH:27]=[C:26]([CH3:30])[N:25]=2)[C:20]=1OS(C(F)(F)F)(=O)=O.[O-]P([O-])([O-])=O.[K+].[K+].[K+].O1CCOCC1.